From a dataset of Blood-brain barrier permeability classification from the B3DB database. Regression/Classification. Given a drug SMILES string, predict its absorption, distribution, metabolism, or excretion properties. Task type varies by dataset: regression for continuous measurements (e.g., permeability, clearance, half-life) or binary classification for categorical outcomes (e.g., BBB penetration, CYP inhibition). Dataset: b3db_classification. (1) The result is 1 (penetrates BBB). The compound is Clc1ccc([C@@H](OCCN2CCOCC2)c2ccccc2)cc1. (2) The molecule is NC(=O)C[S+]([O-])C(c1ccccc1)c1ccccc1. The result is 1 (penetrates BBB).